Dataset: Peptide-MHC class I binding affinity with 185,985 pairs from IEDB/IMGT. Task: Regression. Given a peptide amino acid sequence and an MHC pseudo amino acid sequence, predict their binding affinity value. This is MHC class I binding data. (1) The peptide sequence is RVPTVFHKK. The MHC is HLA-A26:01 with pseudo-sequence HLA-A26:01. The binding affinity (normalized) is 0.0847. (2) The peptide sequence is ARYARAAAA. The MHC is HLA-B40:01 with pseudo-sequence HLA-B40:01. The binding affinity (normalized) is 0. (3) The peptide sequence is ETESVNSNY. The MHC is HLA-B08:01 with pseudo-sequence HLA-B08:01. The binding affinity (normalized) is 0.0847. (4) The peptide sequence is FIIDNFGSV. The MHC is HLA-B45:06 with pseudo-sequence HLA-B45:06. The binding affinity (normalized) is 0.213. (5) The peptide sequence is LSSKGLACY. The MHC is HLA-A11:01 with pseudo-sequence HLA-A11:01. The binding affinity (normalized) is 0.204. (6) The peptide sequence is SRARIKTRL. The MHC is HLA-B07:02 with pseudo-sequence HLA-B07:02. The binding affinity (normalized) is 0.0847. (7) The peptide sequence is SLGKSPLPSL. The MHC is HLA-A02:01 with pseudo-sequence HLA-A02:01. The binding affinity (normalized) is 0.547. (8) The peptide sequence is VPFVQWFVGL. The MHC is H-2-Ld with pseudo-sequence H-2-Ld. The binding affinity (normalized) is 0.622. (9) The peptide sequence is FMKVKFEAL. The MHC is HLA-B58:01 with pseudo-sequence HLA-B58:01. The binding affinity (normalized) is 0.0847. (10) The MHC is HLA-A29:02 with pseudo-sequence HLA-A29:02. The peptide sequence is WCSQTNYQY. The binding affinity (normalized) is 0.508.